Dataset: Forward reaction prediction with 1.9M reactions from USPTO patents (1976-2016). Task: Predict the product of the given reaction. (1) Given the reactants CC(C)=O.[C:5]([O:9][C:10]([N:12]([CH2:36][C:37]1[CH:46]=[CH:45][C:40]2[O:41][CH2:42][CH2:43][O:44][C:39]=2[CH:38]=1)[CH:13]1[CH2:18][CH2:17][N:16]([CH2:19][CH2:20][N:21]2[C:30]3[C:25](=[CH:26][CH:27]=[CH:28][CH:29]=3)[C:24]([C:31]([O:33]C)=[O:32])=[CH:23][C:22]2=[O:35])[CH2:15][CH2:14]1)=[O:11])([CH3:8])([CH3:7])[CH3:6].[OH-].[Na+], predict the reaction product. The product is: [C:5]([O:9][C:10]([N:12]([CH2:36][C:37]1[CH:46]=[CH:45][C:40]2[O:41][CH2:42][CH2:43][O:44][C:39]=2[CH:38]=1)[CH:13]1[CH2:18][CH2:17][N:16]([CH2:19][CH2:20][N:21]2[C:30]3[C:25](=[CH:26][CH:27]=[CH:28][CH:29]=3)[C:24]([C:31]([OH:33])=[O:32])=[CH:23][C:22]2=[O:35])[CH2:15][CH2:14]1)=[O:11])([CH3:8])([CH3:6])[CH3:7]. (2) Given the reactants [CH3:1][S:2]([C:5]1[CH:19]=[CH:18][C:8]([CH2:9][NH:10]C(=O)OC(C)(C)C)=[CH:7][C:6]=1[C:20]([F:23])([F:22])[F:21])(=[O:4])=[O:3].[ClH:24], predict the reaction product. The product is: [ClH:24].[CH3:1][S:2]([C:5]1[CH:19]=[CH:18][C:8]([CH2:9][NH2:10])=[CH:7][C:6]=1[C:20]([F:21])([F:22])[F:23])(=[O:4])=[O:3]. (3) Given the reactants [CH3:1][N:2]1[C:8]2[CH:9]=[CH:10][C:11]([N:13]3[CH2:17][C@H:16]([C:18]([O:20]C)=O)[O:15][C:14]3=[O:22])=[CH:12][C:7]=2[CH2:6][CH2:5][O:4][C:3]1=[O:23].[CH3:24][NH2:25], predict the reaction product. The product is: [CH3:24][NH:25][C:18]([C@@H:16]1[O:15][C:14](=[O:22])[N:13]([C:11]2[CH:10]=[CH:9][C:8]3[N:2]([CH3:1])[C:3](=[O:23])[O:4][CH2:5][CH2:6][C:7]=3[CH:12]=2)[CH2:17]1)=[O:20].